This data is from Reaction yield outcomes from USPTO patents with 853,638 reactions. The task is: Predict the reaction yield, written as a fraction of the theoretical maximum amount of product (1.0 means a 100% yield; for example, 0.34 means a 34% yield). (1) The reactants are [CH3:1][C@@:2]12[CH2:9][CH2:8][CH2:7][N:6]1[C@@H:5]([C:10]([Cl:13])([Cl:12])[Cl:11])[O:4][C:3]2=[O:14].[CH:15](NC(C)C)(C)C.ClC(Cl)(Cl)[C@H]1OC(=O)[C@H]2N1CCC2.ICC. No catalyst specified. The product is [CH2:1]([C@@:2]12[CH2:9][CH2:8][CH2:7][N:6]1[C@@H:5]([C:10]([Cl:13])([Cl:12])[Cl:11])[O:4][C:3]2=[O:14])[CH3:15]. The yield is 0.460. (2) The reactants are [Cl:1][C:2]1[CH:7]=[CH:6][C:5]([CH2:8][C:9]([OH:11])=O)=[CH:4][CH:3]=1.[CH3:12][C:13]1(C)[O:18]C(=O)[CH2:16][C:15](=O)[O:14]1. No catalyst specified. The product is [Cl:1][C:2]1[CH:3]=[CH:4][C:5]([CH2:8][C:9](=[O:11])[CH2:12][C:13]([O:14][CH2:15][CH3:16])=[O:18])=[CH:6][CH:7]=1. The yield is 0.430. (3) The product is [F:1][C:2]1[CH:7]=[CH:6][C:5]([C:24]2[N:28]3[N:29]=[CH:30][C:31]([C:33]([F:34])([F:35])[F:36])=[N:32][C:27]3=[N:26][CH:25]=2)=[CH:4][C:3]=1[C:17]1[CH:18]=[N:19][CH:20]=[CH:21][CH:22]=1. The reactants are [F:1][C:2]1[CH:7]=[CH:6][C:5](B2OC(C)(C)C(C)(C)O2)=[CH:4][C:3]=1[C:17]1[CH:18]=[N:19][CH:20]=[CH:21][CH:22]=1.Br[C:24]1[N:28]2[N:29]=[CH:30][C:31]([C:33]([F:36])([F:35])[F:34])=[N:32][C:27]2=[N:26][CH:25]=1.C([O-])([O-])=O.[Na+].[Na+]. The yield is 0.450. The catalyst is COCCOC.C1C=CC([P]([Pd]([P](C2C=CC=CC=2)(C2C=CC=CC=2)C2C=CC=CC=2)([P](C2C=CC=CC=2)(C2C=CC=CC=2)C2C=CC=CC=2)[P](C2C=CC=CC=2)(C2C=CC=CC=2)C2C=CC=CC=2)(C2C=CC=CC=2)C2C=CC=CC=2)=CC=1. (4) The catalyst is C1C=CC(/C=C/C(/C=C/C2C=CC=CC=2)=O)=CC=1.C1C=CC(/C=C/C(/C=C/C2C=CC=CC=2)=O)=CC=1.[Pd].C1(C)C=CC=CC=1. The yield is 0.980. The product is [CH3:25][C:16]1[CH:21]=[CH:20][CH:19]=[CH:18][C:17]=1[C:2]1[CH:15]=[CH:14][C:5]([C:6]([C:8]2[CH:13]=[CH:12][CH:11]=[CH:10][CH:9]=2)=[O:7])=[CH:4][CH:3]=1. The reactants are Br[C:2]1[CH:15]=[CH:14][C:5]([C:6]([C:8]2[CH:13]=[CH:12][CH:11]=[CH:10][CH:9]=2)=[O:7])=[CH:4][CH:3]=1.[C:16]1([CH3:25])[CH:21]=[CH:20][CH:19]=[CH:18][C:17]=1B(O)O.[F-].[K+]. (5) The reactants are [CH3:1][C:2]([NH2:5])([CH3:4])[CH3:3].Br[CH2:7][C:8]1[CH:13]=[CH:12][C:11]([N+:14]([O-:16])=[O:15])=[CH:10][C:9]=1[CH2:17]Br.C([O-])([O-])=O.[K+].[K+]. The catalyst is CC#N.O. The product is [C:2]([N:5]1[CH2:17][C:9]2[C:8](=[CH:13][CH:12]=[C:11]([N+:14]([O-:16])=[O:15])[CH:10]=2)[CH2:7]1)([CH3:4])([CH3:3])[CH3:1]. The yield is 0.740. (6) The reactants are [C:1]([CH:4]1[CH2:9]C[CH2:9][CH2:4][C:1]1=[O:3])(=[O:3])C.C(=O)([O-])[O-].[Cs+].[Cs+].NCCCOC[CH2:23][CH2:24][O:25][CH2:26][CH2:27][O:28][CH2:29][CH2:30][CH2:31][NH:32][C:33](=[O:39])[O:34][C:35]([CH3:38])([CH3:37])[CH3:36].[N:40]([CH2:43][CH2:44][CH2:45][O:46][C:47]1[CH:52]=[CH:51][C:50]([C:53]([C:55]2[CH:60]=[CH:59][C:58](I)=[CH:57][CH:56]=2)=[O:54])=[CH:49][CH:48]=1)=[N+]=[N-].C[N:63](C=O)C. The catalyst is [Cu]I. The product is [NH2:40][CH2:43][CH2:44][CH2:45][O:46][C:47]1[CH:52]=[CH:51][C:50]([C:53]([C:55]2[CH:60]=[CH:59][C:58]([NH:63][CH2:9][CH2:4][CH2:1][O:3][CH2:23][CH2:24][O:25][CH2:26][CH2:27][O:28][CH2:29][CH2:30][CH2:31][NH:32][C:33](=[O:39])[O:34][C:35]([CH3:36])([CH3:37])[CH3:38])=[CH:57][CH:56]=2)=[O:54])=[CH:49][CH:48]=1. The yield is 0.910. (7) The reactants are [CH3:1][C:2]1[CH:7]=[CH:6][N:5]=[CH:4][C:3]=1[C:8]1[C:9](=[O:19])[NH:10][C:11](=[O:18])[N:12]([CH2:14][CH2:15][CH:16]=O)[CH:13]=1.[F:20][C:21]([F:35])([F:34])[C:22]1[CH:27]=[CH:26][C:25]([C@:28]23[CH2:33][C@H:32]2[CH2:31][NH:30][CH2:29]3)=[CH:24][CH:23]=1.[BH-](OC(C)=O)(OC(C)=O)OC(C)=O.[Na+].[OH-].[Na+].[Cl:52]C(Cl)C. The catalyst is CC(O)=O. The product is [ClH:52].[ClH:52].[CH3:1][C:2]1[CH:7]=[CH:6][N:5]=[CH:4][C:3]=1[C:8]1[C:9](=[O:19])[NH:10][C:11](=[O:18])[N:12]([CH2:14][CH2:15][CH2:16][N:30]2[CH2:31][C@H:32]3[C@:28]([C:25]4[CH:24]=[CH:23][C:22]([C:21]([F:20])([F:35])[F:34])=[CH:27][CH:26]=4)([CH2:33]3)[CH2:29]2)[CH:13]=1. The yield is 0.270. (8) The catalyst is O1CCOCC1.Cl[Pd](Cl)([P](C1C=CC=CC=1)(C1C=CC=CC=1)C1C=CC=CC=1)[P](C1C=CC=CC=1)(C1C=CC=CC=1)C1C=CC=CC=1. The reactants are [NH2:1][C:2]1[C:7]([F:8])=[CH:6][CH:5]=[CH:4][C:3]=1[C:9]#[C:10][CH2:11][C:12]([C:26]([F:29])([F:28])[F:27])([OH:25])[CH2:13][C:14]([C:17]1[CH:22]=[C:21]([F:23])[CH:20]=[CH:19][C:18]=1[CH3:24])([CH3:16])[CH3:15]. The product is [F:27][C:26]([F:29])([F:28])[C:12]([CH2:11][C:10]1[NH:1][C:2]2[C:3]([CH:9]=1)=[CH:4][CH:5]=[CH:6][C:7]=2[F:8])([OH:25])[CH2:13][C:14]([C:17]1[CH:22]=[C:21]([F:23])[CH:20]=[CH:19][C:18]=1[CH3:24])([CH3:15])[CH3:16]. The yield is 0.780. (9) The reactants are C(OC([C:6]1[C:14]2[CH2:13][CH2:12][N:11]([C:15]3[CH:20]=[CH:19][C:18]([N:21]4[CH2:26][CH2:25][CH2:24][CH2:23][C:22]4=[O:27])=[CH:17][CH:16]=3)[C:10](=[O:28])[C:9]=2[N:8]([C:29]2[CH:34]=[CH:33][C:32]([O:35][CH3:36])=[CH:31][CH:30]=2)[N:7]=1)=O)C.C[Mg+].[Br-]. The catalyst is C1COCC1. The product is [OH:35][C:32]([C:6]1[C:14]2[CH2:13][CH2:12][N:11]([C:15]3[CH:20]=[CH:19][C:18]([N:21]4[CH2:26][CH2:25][CH2:24][CH2:23][C:22]4=[O:27])=[CH:17][CH:16]=3)[C:10](=[O:28])[C:9]=2[N:8]([C:29]2[CH:34]=[CH:33][C:32]([O:35][CH3:36])=[CH:31][CH:30]=2)[N:7]=1)([CH3:33])[CH3:31]. The yield is 0.480. (10) The reactants are O.C[O:3][C:4](=[O:34])[CH2:5][O:6][C:7]1[CH:15]=[C:14]2[CH:16]=[CH:17][CH:18]=[CH:19][C:13]2=[C:12]2[C:8]=1[C:9]([C:29](=[O:33])[C:30]([NH2:32])=[O:31])=[C:10]([CH2:27][CH3:28])[N:11]2[CH2:20][C:21]1[CH:26]=[CH:25][CH:24]=[CH:23][CH:22]=1.[NH2:32][C:30](=[O:31])[C:29]([C:9]1[C:8]2[C:12](=[C:13]3[CH:19]=[CH:18][CH:17]=[CH:16][C:14]3=[CH:15][C:7]=2[O:6][CH2:5][C:4]([O:3]C)=[O:34])[N:11]([CH2:20][C:21]2[CH:22]=[CH:23][CH:24]=[CH:25][CH:26]=2)[C:10]=1[CH2:27][CH3:28])=[O:33]. The catalyst is [OH-].[Li+].CO. The product is [NH2:32][C:30](=[O:31])[C:29]([C:9]1[C:8]2[C:12](=[C:13]3[CH:19]=[CH:18][CH:17]=[CH:16][C:14]3=[CH:15][C:7]=2[O:6][CH2:5][C:4]([OH:34])=[O:3])[N:11]([CH2:20][C:21]2[CH:26]=[CH:25][CH:24]=[CH:23][CH:22]=2)[C:10]=1[CH2:27][CH3:28])=[O:33]. The yield is 0.530.